From a dataset of Peptide-MHC class I binding affinity with 185,985 pairs from IEDB/IMGT. Regression. Given a peptide amino acid sequence and an MHC pseudo amino acid sequence, predict their binding affinity value. This is MHC class I binding data. (1) The MHC is HLA-A31:01 with pseudo-sequence HLA-A31:01. The peptide sequence is GLNKIVRMY. The binding affinity (normalized) is 0. (2) The MHC is HLA-A02:11 with pseudo-sequence HLA-A02:11. The binding affinity (normalized) is 0.0847. The peptide sequence is CYMHVSDYY. (3) The peptide sequence is EELPDEFVV. The MHC is HLA-B40:01 with pseudo-sequence HLA-B40:01. The binding affinity (normalized) is 0.236. (4) The peptide sequence is LPGPQVTAVLLHEES. The MHC is HLA-A24:02 with pseudo-sequence HLA-A24:02. The binding affinity (normalized) is 0.00596. (5) The binding affinity (normalized) is 0.503. The MHC is HLA-B27:05 with pseudo-sequence HLA-B27:05. The peptide sequence is MRMLWMANY.